Task: Predict the product of the given reaction.. Dataset: Forward reaction prediction with 1.9M reactions from USPTO patents (1976-2016) (1) Given the reactants Br[C:2]1[CH:3]=[C:4]([N:16]=[CH:17][N:18]([CH2:20][CH3:21])[CH3:19])[C:5]([CH3:15])=[N:6][C:7]=1[O:8][CH2:9][CH2:10][CH2:11][CH:12]([CH3:14])[CH3:13].[Cl:22][C:23]1[CH:28]=[CH:27][C:26](B(O)O)=[CH:25][CH:24]=1.[O-]P([O-])([O-])=O.[K+].[K+].[K+], predict the reaction product. The product is: [Cl:22][C:23]1[CH:28]=[CH:27][C:26]([C:2]2[CH:3]=[C:4]([N:16]=[CH:17][N:18]([CH2:20][CH3:21])[CH3:19])[C:5]([CH3:15])=[N:6][C:7]=2[O:8][CH2:9][CH2:10][CH2:11][CH:12]([CH3:14])[CH3:13])=[CH:25][CH:24]=1. (2) Given the reactants [H-].[Na+].Cl[C:4]1[N:9]=[C:8]([C:10]2[N:15]=[CH:14][CH:13]=[CH:12][N:11]=2)[N:7]=[C:6]([NH:16][S:17]([CH2:20][CH2:21][CH2:22][C:23]([CH3:26])([CH3:25])[CH3:24])(=[O:19])=[O:18])[C:5]=1[O:27][C:28]1[CH:33]=[CH:32][CH:31]=[CH:30][C:29]=1[O:34][CH3:35].[CH3:36][OH:37], predict the reaction product. The product is: [CH3:36][O:37][C:4]1[N:9]=[C:8]([C:10]2[N:15]=[CH:14][CH:13]=[CH:12][N:11]=2)[N:7]=[C:6]([NH:16][S:17]([CH2:20][CH2:21][CH2:22][C:23]([CH3:26])([CH3:25])[CH3:24])(=[O:19])=[O:18])[C:5]=1[O:27][C:28]1[CH:33]=[CH:32][CH:31]=[CH:30][C:29]=1[O:34][CH3:35]. (3) Given the reactants [C:1]([C:5]1[CH:9]=[C:8]([CH2:10]O)[S:7][N:6]=1)([CH3:4])([CH3:3])[CH3:2].S(Cl)([Cl:14])=O, predict the reaction product. The product is: [C:1]([C:5]1[CH:9]=[C:8]([CH2:10][Cl:14])[S:7][N:6]=1)([CH3:4])([CH3:3])[CH3:2].